Dataset: CYP3A4 inhibition data for predicting drug metabolism from PubChem BioAssay. Task: Regression/Classification. Given a drug SMILES string, predict its absorption, distribution, metabolism, or excretion properties. Task type varies by dataset: regression for continuous measurements (e.g., permeability, clearance, half-life) or binary classification for categorical outcomes (e.g., BBB penetration, CYP inhibition). Dataset: cyp3a4_veith. (1) The molecule is CC#C[C@@]1(O)CC[C@H]2[C@@H]3CCC4=CC(=O)CCC4=C3[C@H](c3ccc(N(C)C)cc3)C[C@]21C. The result is 1 (inhibitor). (2) The compound is O=C1CCC(c2ccccc2)(c2ccccc2)CC1. The result is 0 (non-inhibitor). (3) The compound is O=C1c2ccccc2C(=O)N1CCCCN(C(=O)c1cccc([N+](=O)[O-])c1)c1ccc(Cl)cc1. The result is 1 (inhibitor). (4) The drug is CN(C)C(=O)c1ccc(-c2nc(N3CCOCC3)c3ccccc3n2)cc1. The result is 0 (non-inhibitor). (5) The result is 1 (inhibitor). The molecule is CC(C)c1cccc2nc3c(c([Si](C)(C)C)c12)Cn1c-3cccc1=O. (6) The compound is CO[C@@H]1COC(=O)[C@@H](C)COC(=O)[C@@H](C)NC(=O)C/C=C\[C@@H]1C. The result is 0 (non-inhibitor). (7) The drug is C[C@]1(OC(=O)/C=C\c2ccccc2)C[C@@H](O)[C@@]2(O)C=CO[C@@H](O[C@H]3O[C@@H](CO)[C@@H](O)[C@@H](O)[C@@H]3O)[C@@H]12. The result is 0 (non-inhibitor).